This data is from Peptide-MHC class I binding affinity with 185,985 pairs from IEDB/IMGT. The task is: Regression. Given a peptide amino acid sequence and an MHC pseudo amino acid sequence, predict their binding affinity value. This is MHC class I binding data. (1) The peptide sequence is SSLLNNQF. The MHC is H-2-Kb with pseudo-sequence H-2-Kb. The binding affinity (normalized) is 0. (2) The peptide sequence is KTKDYVNGL. The MHC is HLA-A31:01 with pseudo-sequence HLA-A31:01. The binding affinity (normalized) is 0.491. (3) The binding affinity (normalized) is 1.00. The peptide sequence is YQLGDYFFV. The MHC is HLA-A02:50 with pseudo-sequence HLA-A02:50.